Task: Predict the reactants needed to synthesize the given product.. Dataset: Full USPTO retrosynthesis dataset with 1.9M reactions from patents (1976-2016) (1) Given the product [CH2:1]([O:3][C:4]1[CH:9]=[CH:8][N:7]=[C:6]([C:24]([OH:26])=[O:25])[C:5]=1[OH:10])[CH3:2], predict the reactants needed to synthesize it. The reactants are: [CH2:1]([O:3][C:4]1[CH:9]=[CH:8][N:7]=[CH:6][C:5]=1[O:10]COCC[Si](C)(C)C)[CH3:2].[Li]C(C)(C)C.[C:24](=[O:26])=[O:25]. (2) The reactants are: [C:1](/[N:3]=[C:4](\SC)/[NH:5][C:6]1[CH:11]=[C:10]([Cl:12])[CH:9]=[C:8]([Cl:13])[CH:7]=1)#[N:2].Cl.[NH2:17][OH:18].C(N(CC)CC)C. Given the product [Cl:13][C:8]1[CH:7]=[C:6]([NH:5][C:4]2[N:3]=[C:1]([NH2:2])[O:18][N:17]=2)[CH:11]=[C:10]([Cl:12])[CH:9]=1, predict the reactants needed to synthesize it.